Dataset: CYP2D6 inhibition data for predicting drug metabolism from PubChem BioAssay. Task: Regression/Classification. Given a drug SMILES string, predict its absorption, distribution, metabolism, or excretion properties. Task type varies by dataset: regression for continuous measurements (e.g., permeability, clearance, half-life) or binary classification for categorical outcomes (e.g., BBB penetration, CYP inhibition). Dataset: cyp2d6_veith. The result is 0 (non-inhibitor). The molecule is COc1ccc(NC(=O)COC(=O)c2ccc(OCc3c(C)noc3C)cc2)cc1OC.